From a dataset of Catalyst prediction with 721,799 reactions and 888 catalyst types from USPTO. Predict which catalyst facilitates the given reaction. (1) Reactant: [Cl:1][C:2]1[C:3]2[CH:11]=[CH:10][NH:9][C:4]=2[N:5]=[C:6]([CH3:8])[N:7]=1.[I:12]N1C(=O)CCC1=O. Product: [Cl:1][C:2]1[C:3]2[C:11]([I:12])=[CH:10][NH:9][C:4]=2[N:5]=[C:6]([CH3:8])[N:7]=1. The catalyst class is: 4. (2) Product: [CH3:21][C:18]1[S:17][C:16]([NH:15][C:14]([C:12]2[CH:13]=[C:9]([C@@H:7]3[CH2:8][C@H:6]3[NH:5][CH2:23][CH:24]3[CH2:29][CH2:28][N:27]([CH2:30][CH2:31][C:32]([O:34][C:35]([CH3:38])([CH3:37])[CH3:36])=[O:33])[CH2:26][CH2:25]3)[S:10][CH:11]=2)=[O:22])=[N:20][N:19]=1. The catalyst class is: 6. Reactant: FC(F)(F)C([N:5]([CH2:23][CH:24]1[CH2:29][CH2:28][N:27]([CH2:30][CH2:31][C:32]([O:34][C:35]([CH3:38])([CH3:37])[CH3:36])=[O:33])[CH2:26][CH2:25]1)[C@@H:6]1[CH2:8][C@H:7]1[C:9]1[S:10][CH:11]=[C:12]([C:14](=[O:22])[NH:15][C:16]2[S:17][C:18]([CH3:21])=[N:19][N:20]=2)[CH:13]=1)=O.CO.C1COCC1.[OH-].[Na+]. (3) Reactant: [F:1][C:2]([F:25])([F:24])[C:3]1[CH:4]=[CH:5][C:6]([O:9][C@H:10]2[C@@H:15]3[CH2:16][C@@H:12]([CH2:13][N:14]3C(OC(C)(C)C)=O)[CH2:11]2)=[N:7][CH:8]=1.Cl. Product: [F:25][C:2]([F:1])([F:24])[C:3]1[CH:4]=[CH:5][C:6]([O:9][C@H:10]2[C@@H:15]3[CH2:16][C@@H:12]([CH2:13][NH:14]3)[CH2:11]2)=[N:7][CH:8]=1. The catalyst class is: 817. (4) Reactant: [CH2:1]([O:8][C:9]([N:11]1[CH2:16][CH2:15][CH2:14][CH:13]([N:17]2[C:21]([C:22]3[CH:27]=[CH:26][CH:25]=[CH:24][CH:23]=3)=[C:20]([C:28](O)=[O:29])[N:19]=[CH:18]2)[CH2:12]1)=[O:10])[C:2]1[CH:7]=[CH:6][CH:5]=[CH:4][CH:3]=1.[CH2:31]([C@H:38]1[NH:43][CH2:42][CH2:41][N:40]([C:44]([O:46][C:47]([CH3:50])([CH3:49])[CH3:48])=[O:45])[CH2:39]1)[C:32]1[CH:37]=[CH:36][CH:35]=[CH:34][CH:33]=1.CCN=C=NCCCN(C)C.Cl.C1C=CC2N(O)N=NC=2C=1.C(=O)(O)[O-].[Na+]. Product: [CH2:31]([C@H:38]1[N:43]([C:28]([C:20]2[N:19]=[CH:18][N:17]([CH:13]3[CH2:14][CH2:15][CH2:16][N:11]([C:9]([O:8][CH2:1][C:2]4[CH:3]=[CH:4][CH:5]=[CH:6][CH:7]=4)=[O:10])[CH2:12]3)[C:21]=2[C:22]2[CH:27]=[CH:26][CH:25]=[CH:24][CH:23]=2)=[O:29])[CH2:42][CH2:41][N:40]([C:44]([O:46][C:47]([CH3:50])([CH3:49])[CH3:48])=[O:45])[CH2:39]1)[C:32]1[CH:33]=[CH:34][CH:35]=[CH:36][CH:37]=1. The catalyst class is: 3. (5) Reactant: [CH2:1]([O:8][C:9]1[CH:14]=[C:13]([F:15])[CH:12]=[CH:11][C:10]=1[CH2:16][NH2:17])[C:2]1[CH:7]=[CH:6][CH:5]=[CH:4][CH:3]=1.O.C([O-])([O-])=O.[Na+].[Na+].[CH3:25][C:26]([O:29][C:30](O[C:30]([O:29][C:26]([CH3:28])([CH3:27])[CH3:25])=[O:31])=[O:31])([CH3:28])[CH3:27]. Product: [CH2:1]([O:8][C:9]1[CH:14]=[C:13]([F:15])[CH:12]=[CH:11][C:10]=1[CH2:16][NH:17][C:30](=[O:31])[O:29][C:26]([CH3:28])([CH3:27])[CH3:25])[C:2]1[CH:3]=[CH:4][CH:5]=[CH:6][CH:7]=1. The catalyst class is: 12. (6) Reactant: Cl[C:2]1[N:7]=[C:6]([NH:8][C:9]2[CH:10]=[C:11]3[C:15](=[CH:16][CH:17]=2)[NH:14][N:13]=[CH:12]3)[CH:5]=[CH:4][N:3]=1.[CH3:18][O:19][C:20]1[CH:21]=[C:22]2[C:27](=[CH:28][CH:29]=1)[CH2:26][NH:25][CH2:24][CH2:23]2.C([O-])([O-])=O.[K+].[K+]. Product: [CH3:18][O:19][C:20]1[CH:21]=[C:22]2[C:27](=[CH:28][CH:29]=1)[CH2:26][N:25]([C:2]1[N:7]=[C:6]([NH:8][C:9]3[CH:10]=[C:11]4[C:15](=[CH:16][CH:17]=3)[NH:14][N:13]=[CH:12]4)[CH:5]=[CH:4][N:3]=1)[CH2:24][CH2:23]2. The catalyst class is: 18.